Dataset: Catalyst prediction with 721,799 reactions and 888 catalyst types from USPTO. Task: Predict which catalyst facilitates the given reaction. (1) Reactant: Cl[C:2]1[N:7]=[C:6]([N:8]2[CH2:13][CH2:12][O:11][CH2:10][CH2:9]2)[N:5]=[C:4]([N:14]2[C:18]3[CH:19]=[CH:20][CH:21]=[CH:22][C:17]=3[N:16]=[C:15]2[CH:23]([F:25])[F:24])[N:3]=1.[CH3:26][NH:27][C:28]1[CH:33]=[CH:32][CH:31]=[CH:30][CH:29]=1.O.C(Cl)Cl. Product: [F:24][CH:23]([F:25])[C:15]1[N:14]([C:4]2[N:5]=[C:6]([N:8]3[CH2:13][CH2:12][O:11][CH2:10][CH2:9]3)[N:7]=[C:2]([N:27]([CH3:26])[C:28]3[CH:33]=[CH:32][CH:31]=[CH:30][CH:29]=3)[N:3]=2)[C:18]2[CH:19]=[CH:20][CH:21]=[CH:22][C:17]=2[N:16]=1. The catalyst class is: 12. (2) Reactant: Cl[C:2]1[CH:3]=[C:4]([NH:11][C:12]2[CH:17]=[CH:16][CH:15]=[C:14]([N:18]3[CH2:22][CH2:21][CH2:20][CH:19]3[CH3:23])[N:13]=2)[C:5]2[N:6]([CH:8]=[CH:9][N:10]=2)[N:7]=1.CC1(C)C(C)(C)OB([C:32]2[CH:41]=[C:40]3[C:35]([CH2:36][CH2:37][N:38]([C:42](=[O:44])[CH3:43])[CH2:39]3)=[CH:34][CH:33]=2)O1.CC(C1C=C(C(C)C)C(C2C=CC=CC=2P(C2CCCCC2)C2CCCCC2)=C(C(C)C)C=1)C.C([O-])([O-])=O.[Na+].[Na+]. Product: [CH3:23][CH:19]1[CH2:20][CH2:21][CH2:22][N:18]1[C:14]1[N:13]=[C:12]([NH:11][C:4]2[C:5]3[N:6]([CH:8]=[CH:9][N:10]=3)[N:7]=[C:2]([C:32]3[CH:41]=[C:40]4[C:35]([CH2:36][CH2:37][N:38]([C:42](=[O:44])[CH3:43])[CH2:39]4)=[CH:34][CH:33]=3)[CH:3]=2)[CH:17]=[CH:16][CH:15]=1. The catalyst class is: 333.